Dataset: Blood-brain barrier permeability classification from the B3DB database. Task: Regression/Classification. Given a drug SMILES string, predict its absorption, distribution, metabolism, or excretion properties. Task type varies by dataset: regression for continuous measurements (e.g., permeability, clearance, half-life) or binary classification for categorical outcomes (e.g., BBB penetration, CYP inhibition). Dataset: b3db_classification. (1) The compound is CC(C)[C@H](NC(=O)[C@H](Cc1ccccc1)NC(=O)CNC(=O)[C@@H](C)NC(=O)[C@@H](N)Cc1ccc(O)cc1)C(N)=O. The result is 0 (does not penetrate BBB). (2) The compound is C[C@@H](COc1ccccc1)NN. The result is 1 (penetrates BBB). (3) The molecule is N[C@@H](C(=O)N[C@H]1C(=O)N2C(C(=O)O)=C(CSc3cn[nH]n3)CS[C@@H]12)c1ccc(O)cc1. The result is 0 (does not penetrate BBB). (4) The compound is Cl/C(=C\n1cncn1)c1ccc(Cl)cc1Cl. The result is 1 (penetrates BBB). (5) The compound is C/C=C/C1=C(C(=O)O)N2C(=O)C(NC(=O)C(N)c3ccc(O)cc3)C2SC1. The result is 0 (does not penetrate BBB). (6) The compound is O=[N+]([O-])OC1COC2C(O)COC12. The result is 0 (does not penetrate BBB). (7) The molecule is C/C=C/C(=O)N(CC)C(CC)C(=O)N(C)C. The result is 1 (penetrates BBB). (8) The molecule is CC1(C)O[C@@H]2CO[C@@]3(COS(N)(=O)=O)OC(C)(C)O[C@H]3[C@@H]2O1. The result is 1 (penetrates BBB). (9) The drug is NC1CCCCN(c2c(F)cc3c(=O)c(C(=O)O)cn(C4CC4)c3c2Cl)C1. The result is 0 (does not penetrate BBB).